This data is from Full USPTO retrosynthesis dataset with 1.9M reactions from patents (1976-2016). The task is: Predict the reactants needed to synthesize the given product. (1) Given the product [CH2:12]([O:11][C:6]1[CH:5]=[C:4]([CH:9]=[C:8]([O:10][CH2:19][C:20](=[O:21])[N:22]([CH3:24])[CH3:23])[CH:7]=1)[C:3]([OH:2])=[O:15])[CH:13]=[CH2:14].[CH2:12]([O:11][C:6]1[CH:5]=[C:4]([CH:9]=[C:8]([O:10][CH2:19][C:20](=[O:21])[N:22]([CH3:24])[CH3:23])[CH:7]=1)[C:3]([OH:2])=[O:15])[CH:13]=[CH2:14], predict the reactants needed to synthesize it. The reactants are: C[O:2][C:3](=[O:15])[C:4]1[CH:9]=[C:8]([OH:10])[CH:7]=[C:6]([O:11][CH2:12][CH:13]=[CH2:14])[CH:5]=1.[H-].[Na+].Cl[CH2:19][C:20]([N:22]([CH3:24])[CH3:23])=[O:21]. (2) The reactants are: [CH3:1][Si](C=[N+]=[N-])(C)C.[NH2:8][C:9]1[C:10]([C:15]([OH:17])=[O:16])=[N:11][CH:12]=[CH:13][CH:14]=1. Given the product [CH3:1][O:16][C:15]([C:10]1[C:9]([NH2:8])=[CH:14][CH:13]=[CH:12][N:11]=1)=[O:17], predict the reactants needed to synthesize it.